This data is from Forward reaction prediction with 1.9M reactions from USPTO patents (1976-2016). The task is: Predict the product of the given reaction. (1) Given the reactants [Cl:1][C:2]1[CH:18]=[CH:17][C:16]([C:19]([F:22])([F:21])[F:20])=[CH:15][C:3]=1[C:4]([NH:6][C@H:7]1[CH2:12][CH2:11][C@H:10]([CH:13]=O)[CH2:9][CH2:8]1)=[O:5].[F:23][C:24]1[CH:25]=[C:26]([CH:28]=[CH:29][CH:30]=1)[NH2:27].C(O[BH-](OC(=O)C)OC(=O)C)(=O)C.[Na+].[OH-].[Na+], predict the reaction product. The product is: [Cl:1][C:2]1[CH:18]=[CH:17][C:16]([C:19]([F:22])([F:21])[F:20])=[CH:15][C:3]=1[C:4]([NH:6][C@H:7]1[CH2:12][CH2:11][C@H:10]([CH2:13][NH:27][C:26]2[CH:28]=[CH:29][CH:30]=[C:24]([F:23])[CH:25]=2)[CH2:9][CH2:8]1)=[O:5]. (2) Given the reactants [CH3:1][O:2][CH2:3][C:4]#[C:5][C:6]1[S:10][C:9]([C:11]2[CH:16]=[CH:15][CH:14]=[CH:13][CH:12]=2)=[N:8][C:7]=1[C:17]([O:19]CC)=[O:18].[Li+].[OH-].Cl, predict the reaction product. The product is: [CH3:1][O:2][CH2:3][C:4]#[C:5][C:6]1[S:10][C:9]([C:11]2[CH:16]=[CH:15][CH:14]=[CH:13][CH:12]=2)=[N:8][C:7]=1[C:17]([OH:19])=[O:18].